This data is from Forward reaction prediction with 1.9M reactions from USPTO patents (1976-2016). The task is: Predict the product of the given reaction. Given the reactants Cl[C:2]1[N:6]2[CH:7]=[C:8]([F:11])[CH:9]=[CH:10][C:5]2=[N:4][N:3]=1.[OH:12][C@@H:13]1[CH2:17][CH2:16][NH:15][CH2:14]1.N, predict the reaction product. The product is: [F:11][C:8]1[CH:9]=[CH:10][C:5]2[N:6]([C:2]([N:15]3[CH2:16][CH2:17][C@@H:13]([OH:12])[CH2:14]3)=[N:3][N:4]=2)[CH:7]=1.